This data is from TCR-epitope binding with 47,182 pairs between 192 epitopes and 23,139 TCRs. The task is: Binary Classification. Given a T-cell receptor sequence (or CDR3 region) and an epitope sequence, predict whether binding occurs between them. The epitope is LEPLVDLPI. The TCR CDR3 sequence is CASSQATSGGTEQFF. Result: 0 (the TCR does not bind to the epitope).